Dataset: Catalyst prediction with 721,799 reactions and 888 catalyst types from USPTO. Task: Predict which catalyst facilitates the given reaction. (1) Reactant: [Si]([O:8][CH:9]1[CH2:14][CH2:13][C:12]([CH2:16][CH2:17][CH:18]2[C:26]3[C:21](=[CH:22][CH:23]=[CH:24][CH:25]=3)[C:20]3=[CH:27][N:28]=[CH:29][N:19]23)([F:15])[CH2:11][CH2:10]1)(C(C)(C)C)(C)C. Product: [CH:27]1[N:28]=[CH:29][N:19]2[CH:18]([CH2:17][CH2:16][C:12]3([F:15])[CH2:11][CH2:10][CH:9]([OH:8])[CH2:14][CH2:13]3)[C:26]3[C:21](=[CH:22][CH:23]=[CH:24][CH:25]=3)[C:20]=12. The catalyst class is: 1. (2) Reactant: [CH2:1]([O:3][C:4]([C:6]1[CH:7]=[C:8]2[N:13]([C:14]=1[C:15]1[CH:20]=[CH:19][C:18]([F:21])=[CH:17][CH:16]=1)[CH:12]=[CH:11][C:10]([CH2:22][OH:23])=[CH:9]2)=[O:5])[CH3:2].C(N(CC)CC)C.[CH3:31][S:32](Cl)(=[O:34])=[O:33]. The catalyst class is: 2. Product: [CH2:1]([O:3][C:4]([C:6]1[CH:7]=[C:8]2[N:13]([C:14]=1[C:15]1[CH:16]=[CH:17][C:18]([F:21])=[CH:19][CH:20]=1)[CH:12]=[CH:11][C:10]([CH2:22][O:23][S:32]([CH3:31])(=[O:34])=[O:33])=[CH:9]2)=[O:5])[CH3:2]. (3) The catalyst class is: 43. Reactant: [CH3:1][O:2][C:3](=[O:26])[CH2:4][CH2:5][CH2:6]/[CH:7]=[CH:8]\[CH2:9][N:10]1[C@@H:14]([CH2:15][O:16][C:17](=[O:24])[NH:18][CH2:19][CH2:20][CH2:21][CH2:22][CH3:23])[CH2:13][CH2:12][C:11]1=[O:25]. Product: [CH3:1][O:2][C:3](=[O:26])[CH2:4][CH2:5][CH2:6][CH2:7][CH2:8][CH2:9][N:10]1[C@@H:14]([CH2:15][O:16][C:17](=[O:24])[NH:18][CH2:19][CH2:20][CH2:21][CH2:22][CH3:23])[CH2:13][CH2:12][C:11]1=[O:25].